From a dataset of Full USPTO retrosynthesis dataset with 1.9M reactions from patents (1976-2016). Predict the reactants needed to synthesize the given product. Given the product [Br:16][C:13]1[S:12][C:11]([CH3:15])=[C:10]([C:8]([C:4]2[CH:5]=[CH:6][CH:7]=[C:2]([CH3:1])[CH:3]=2)=[O:9])[CH:14]=1, predict the reactants needed to synthesize it. The reactants are: [CH3:1][C:2]1[CH:3]=[C:4]([C:8]([C:10]2[CH:14]=[CH:13][S:12][C:11]=2[CH3:15])=[O:9])[CH:5]=[CH:6][CH:7]=1.[Br-:16].[Br-].[Br-].[NH+]1C=CC=CC=1.[NH+]1C=CC=CC=1.[NH+]1C=CC=CC=1.O.